Regression/Classification. Given a drug SMILES string, predict its absorption, distribution, metabolism, or excretion properties. Task type varies by dataset: regression for continuous measurements (e.g., permeability, clearance, half-life) or binary classification for categorical outcomes (e.g., BBB penetration, CYP inhibition). Dataset: hlm. From a dataset of Human liver microsome stability data. (1) The drug is O=C1CN(c2ncccc2C(F)(F)F)CCN1S(=O)(=O)c1ccc(Cl)c(Cl)c1. The result is 1 (stable in human liver microsomes). (2) The drug is COc1ccc(N(CCO)C(=O)Nc2ccc(-c3ncnc4[nH]cc(C)c34)cc2)cc1. The result is 0 (unstable in human liver microsomes). (3) The drug is CN(C)CC1(c2ccc(Cl)c(F)c2)CCCCC1. The result is 1 (stable in human liver microsomes).